This data is from Full USPTO retrosynthesis dataset with 1.9M reactions from patents (1976-2016). The task is: Predict the reactants needed to synthesize the given product. (1) Given the product [CH:23]1([CH2:24][N:1]2[CH2:2][CH2:3][CH:4]([CH2:7][CH:8]3[CH2:9][CH2:10][N:11]([C:14]([O:16][C:17]([CH3:20])([CH3:19])[CH3:18])=[O:15])[CH2:12][CH2:13]3)[CH2:5][CH2:6]2)[CH2:21][CH2:22]1, predict the reactants needed to synthesize it. The reactants are: [NH:1]1[CH2:6][CH2:5][CH:4]([CH2:7][CH:8]2[CH2:13][CH2:12][N:11]([C:14]([O:16][C:17]([CH3:20])([CH3:19])[CH3:18])=[O:15])[CH2:10][CH2:9]2)[CH2:3][CH2:2]1.[CH2:21]1[CH:23]([CH:24](O)C#N)[CH2:22]1.C(N(CC)CC)C.C(O[BH-](OC(=O)C)OC(=O)C)(=O)C.[Na+]. (2) Given the product [CH3:12][O:13][CH2:14][CH2:15][N:16]1[CH2:21][CH2:20][N:19]([C:2]2[CH:3]=[CH:4][C:5]([N+:9]([O-:11])=[O:10])=[C:6]([NH2:7])[CH:8]=2)[CH2:18][CH2:17]1, predict the reactants needed to synthesize it. The reactants are: Cl[C:2]1[CH:3]=[CH:4][C:5]([N+:9]([O-:11])=[O:10])=[C:6]([CH:8]=1)[NH2:7].[CH3:12][O:13][CH2:14][CH2:15][N:16]1[CH2:21][CH2:20][NH:19][CH2:18][CH2:17]1.C(=O)([O-])[O-].[K+].[K+].O. (3) Given the product [Cl:22][C:20]1[N:21]=[C:16]([OH:15])[C:17]2[N:18]([N:23]=[CH:24][C:25]=2[CH3:26])[CH:19]=1, predict the reactants needed to synthesize it. The reactants are: C([SiH](CC)CC)C.C([O:15][C:16]1[C:17]2[N:18]([N:23]=[CH:24][C:25]=2[CH2:26]O)[CH:19]=[C:20]([Cl:22])[N:21]=1)C1C=CC=CC=1. (4) Given the product [CH2:1]([O:8][N:9]([CH2:12][C@@H:13]([O:34][CH2:35][C:36]1[CH:37]=[CH:38][CH:39]=[CH:40][CH:41]=1)[C@H:14]([O:26][CH2:27][C:28]1[CH:33]=[CH:32][CH:31]=[CH:30][CH:29]=1)[C@H:15]([O:18][CH2:19][C:20]1[CH:21]=[CH:22][CH:23]=[CH:24][CH:25]=1)[CH:16]=[O:17])[CH:10]=[O:11])[C:2]1[CH:7]=[CH:6][CH:5]=[CH:4][CH:3]=1, predict the reactants needed to synthesize it. The reactants are: [CH2:1]([O:8][N:9]([CH2:12][C@@H:13]([O:34][CH2:35][C:36]1[CH:41]=[CH:40][CH:39]=[CH:38][CH:37]=1)[C@H:14]([O:26][CH2:27][C:28]1[CH:33]=[CH:32][CH:31]=[CH:30][CH:29]=1)[C@H:15]([O:18][CH2:19][C:20]1[CH:25]=[CH:24][CH:23]=[CH:22][CH:21]=1)[CH2:16][OH:17])[CH:10]=[O:11])[C:2]1[CH:7]=[CH:6][CH:5]=[CH:4][CH:3]=1.CC(OI1(OC(C)=O)(OC(C)=O)OC(=O)C2C=CC=CC1=2)=O. (5) Given the product [Cl:33][C:23]1[C:22]([CH2:26][C:27]([O:29][CH3:30])=[O:28])=[C:21]([CH3:31])[N:20]=[C:19]([C:13]2[CH:14]=[CH:15][C:16]([O:17][CH3:18])=[C:11]([F:10])[CH:12]=2)[N:24]=1, predict the reactants needed to synthesize it. The reactants are: C(N(C(C)C)C(C)C)C.[F:10][C:11]1[CH:12]=[C:13]([C:19]2[N:24]=[C:23](O)[C:22]([CH2:26][C:27]([O:29][CH3:30])=[O:28])=[C:21]([CH3:31])[N:20]=2)[CH:14]=[CH:15][C:16]=1[O:17][CH3:18].O(Cl)[Cl:33].[P]. (6) Given the product [CH3:7][C:6]1[N:13]([C:14]2[CH:34]=[C:33]([CH3:35])[C:17]3[O:18][C:19]4[C:28]([CH3:29])=[CH:27][C:26]([C:30]([OH:32])=[O:31])=[CH:25][C:20]=4[S:21](=[O:24])(=[O:23])[CH2:22][C:16]=3[CH:15]=2)[C:2]([CH3:4])=[CH:1][CH:5]=1, predict the reactants needed to synthesize it. The reactants are: [CH2:1]([CH2:5][C:6](=O)[CH3:7])[C:2]([CH3:4])=O.C(O)(=O)C.[NH2:13][C:14]1[CH:34]=[C:33]([CH3:35])[C:17]2[O:18][C:19]3[C:28]([CH3:29])=[CH:27][C:26]([C:30]([OH:32])=[O:31])=[CH:25][C:20]=3[S:21](=[O:24])(=[O:23])[CH2:22][C:16]=2[CH:15]=1. (7) The reactants are: [C:1]([C:4]1[CH:5]=[C:6]([C:10]2[N:15]=[C:14]([NH:16][C:17]3[CH:18]=[C:19]4[C:23](=[CH:24][CH:25]=3)[N:22]([C:26]([O:28][C:29]([CH3:32])([CH3:31])[CH3:30])=[O:27])[N:21]=[CH:20]4)[CH:13]=[CH:12][N:11]=2)[CH:7]=[CH:8][CH:9]=1)(=O)[CH3:2].C([O-])(C)=O.[NH4+].[BH3-]C#[N:40].[Na+]. Given the product [NH2:40][CH:1]([C:4]1[CH:5]=[C:6]([C:10]2[N:15]=[C:14]([NH:16][C:17]3[CH:18]=[C:19]4[C:23](=[CH:24][CH:25]=3)[N:22]([C:26]([O:28][C:29]([CH3:31])([CH3:30])[CH3:32])=[O:27])[N:21]=[CH:20]4)[CH:13]=[CH:12][N:11]=2)[CH:7]=[CH:8][CH:9]=1)[CH3:2], predict the reactants needed to synthesize it.